Dataset: Reaction yield outcomes from USPTO patents with 853,638 reactions. Task: Predict the reaction yield, written as a fraction of the theoretical maximum amount of product (1.0 means a 100% yield; for example, 0.34 means a 34% yield). (1) The reactants are [CH:1](NC(C)C)(C)C.[Li]CCCC.CN(P(N(C)C)(N(C)C)=O)C.[Cl:24][C:25]1[CH:30]=[CH:29][CH:28]=[CH:27][C:26]=1[CH2:31][C:32]([OH:34])=[O:33].Cl. The catalyst is C1COCC1.CCCCCC.O. The product is [Cl:24][C:25]1[CH:30]=[CH:29][CH:28]=[CH:27][C:26]=1[CH:31]([CH3:1])[C:32]([OH:34])=[O:33]. The yield is 0.660. (2) The reactants are [Cl:1][C:2]1[N:6]([CH3:7])[C:5]2[C:8]([NH:12][C:13]3[CH:20]=[CH:19][C:16]([C:17]#[N:18])=[CH:15][CH:14]=3)=[CH:9][CH:10]=[CH:11][C:4]=2[N:3]=1.[H-].[Na+].Br[CH:24]([CH3:26])[CH3:25]. The catalyst is [I-].C([N+](CCCC)(CCCC)CCCC)CCC.O. The product is [Cl:1][C:2]1[N:6]([CH3:7])[C:5]2[C:8]([N:12]([CH:24]([CH3:26])[CH3:25])[C:13]3[CH:14]=[CH:15][C:16]([C:17]#[N:18])=[CH:19][CH:20]=3)=[CH:9][CH:10]=[CH:11][C:4]=2[N:3]=1. The yield is 0.840. (3) The reactants are C(OC(=O)C)(=O)C.[CH:8]([OH:10])=O.[NH2:11][C:12]1[C:13](=[O:35])[N:14]([CH3:34])[CH:15]=[C:16]([C:18]2[N:22]([CH2:23][C:24]3[CH:29]=[CH:28][CH:27]=[CH:26][CH:25]=3)[C:21]3[CH:30]=[CH:31][CH:32]=[CH:33][C:20]=3[N:19]=2)[CH:17]=1. No catalyst specified. The product is [CH2:23]([N:22]1[C:21]2[CH:30]=[CH:31][CH:32]=[CH:33][C:20]=2[N:19]=[C:18]1[C:16]1[CH:17]=[C:12]([NH:11][CH:8]=[O:10])[C:13](=[O:35])[N:14]([CH3:34])[CH:15]=1)[C:24]1[CH:25]=[CH:26][CH:27]=[CH:28][CH:29]=1. The yield is 0.880.